Regression. Given two drug SMILES strings and cell line genomic features, predict the synergy score measuring deviation from expected non-interaction effect. From a dataset of NCI-60 drug combinations with 297,098 pairs across 59 cell lines. (1) Drug 1: C1CC(C1)(C(=O)O)C(=O)O.[NH2-].[NH2-].[Pt+2]. Drug 2: C1=NC2=C(N=C(N=C2N1C3C(C(C(O3)CO)O)F)Cl)N. Cell line: NCI-H322M. Synergy scores: CSS=-1.78, Synergy_ZIP=0.858, Synergy_Bliss=-4.14, Synergy_Loewe=-5.00, Synergy_HSA=-8.18. (2) Drug 1: CC1CCC2CC(C(=CC=CC=CC(CC(C(=O)C(C(C(=CC(C(=O)CC(OC(=O)C3CCCCN3C(=O)C(=O)C1(O2)O)C(C)CC4CCC(C(C4)OC)OCCO)C)C)O)OC)C)C)C)OC. Drug 2: N.N.Cl[Pt+2]Cl. Cell line: SNB-75. Synergy scores: CSS=18.4, Synergy_ZIP=-9.38, Synergy_Bliss=1.72, Synergy_Loewe=-6.21, Synergy_HSA=1.07.